This data is from Catalyst prediction with 721,799 reactions and 888 catalyst types from USPTO. The task is: Predict which catalyst facilitates the given reaction. Reactant: Br[C:2]1[CH:22]=[C:21]([CH3:23])[C:5]([O:6][C:7]2[C:12]([CH3:13])=[C:11]([NH:14][CH:15]([CH2:18][CH3:19])[CH2:16][CH3:17])[CH:10]=[C:9]([CH3:20])[N:8]=2)=[C:4]([CH3:24])[CH:3]=1.[CH2:25]([Li])[CH2:26]CC.C(I)C. Product: [CH2:25]([C:2]1[CH:22]=[C:21]([CH3:23])[C:5]([O:6][C:7]2[C:12]([CH3:13])=[C:11]([NH:14][CH:15]([CH2:18][CH3:19])[CH2:16][CH3:17])[CH:10]=[C:9]([CH3:20])[N:8]=2)=[C:4]([CH3:24])[CH:3]=1)[CH3:26]. The catalyst class is: 1.